Predict which catalyst facilitates the given reaction. From a dataset of Catalyst prediction with 721,799 reactions and 888 catalyst types from USPTO. (1) The catalyst class is: 201. Reactant: [CH2:1]([C:5]1[N:9]([CH2:10][C:11]2[CH:16]=[CH:15][C:14]([C:17]3[CH:22]=[CH:21][CH:20]=[CH:19][C:18]=3[C:23]3[N:24]=[N:25][N:26](C(C)(C4C=CC=CC=4)C)[N:27]=3)=[CH:13][CH:12]=2)[C:8]([CH2:37][OH:38])=[C:7]([Cl:39])[N:6]=1)[CH2:2][CH2:3][CH3:4]. Product: [CH3:4][CH2:3][CH2:2][CH2:1][C:5]1[N:9]([CH2:10][C:11]2[CH:16]=[CH:15][C:14]([C:17]3[CH:22]=[CH:21][CH:20]=[CH:19][C:18]=3[C:23]3[N:27]=[N:26][NH:25][N:24]=3)=[CH:13][CH:12]=2)[C:8]([CH2:37][OH:38])=[C:7]([Cl:39])[N:6]=1. (2) Reactant: FC(F)(F)C([N:5]1[CH2:11][CH2:10][CH2:9][C:8]2[CH:12]=[CH:13][C:14]([NH2:16])=[CH:15][C:7]=2[CH2:6]1)=O.N1C=CC=CC=1.[Cl:25][C:26]1[C:27]([N:36]2[CH:40]=[CH:39][CH:38]=[C:37]2[S:41](Cl)(=[O:43])=[O:42])=[N:28][CH:29]=[C:30]([C:32]([F:35])([F:34])[F:33])[CH:31]=1. Product: [Cl:25][C:26]1[C:27]([N:36]2[CH:40]=[CH:39][CH:38]=[C:37]2[S:41]([NH:16][C:14]2[CH:13]=[CH:12][C:8]3[CH2:9][CH2:10][CH2:11][NH:5][CH2:6][C:7]=3[CH:15]=2)(=[O:43])=[O:42])=[N:28][CH:29]=[C:30]([C:32]([F:35])([F:33])[F:34])[CH:31]=1. The catalyst class is: 22.